Predict the reactants needed to synthesize the given product. From a dataset of Full USPTO retrosynthesis dataset with 1.9M reactions from patents (1976-2016). (1) Given the product [O:17]1[C:16]2[CH:20]=[CH:21][C:13]([CH2:12][N:9]3[C:5](=[O:4])[CH2:6][NH:7][C:10]3=[S:11])=[CH:14][C:15]=2[O:19][CH2:18]1, predict the reactants needed to synthesize it. The reactants are: Cl.C([O:4][C:5](=O)[CH2:6][NH2:7])C.[N:9]([CH2:12][C:13]1[CH:21]=[CH:20][C:16]2[O:17][CH2:18][O:19][C:15]=2[CH:14]=1)=[C:10]=[S:11].C(=O)([O-])O.[Na+]. (2) Given the product [CH:1]1([C:6]2[CH:11]=[C:10]([C:12]3[O:16][N:15]=[C:14]([C:17]4[CH:27]=[C:26]([CH3:28])[C:20]([O:21][CH2:22][CH2:23][CH2:24][NH:25][C:34](=[O:35])[CH2:33][OH:36])=[C:19]([CH2:29][CH3:30])[CH:18]=4)[N:13]=3)[CH:9]=[C:8]([O:31][CH3:32])[N:7]=2)[CH2:2][CH2:3][CH2:4][CH2:5]1, predict the reactants needed to synthesize it. The reactants are: [CH:1]1([C:6]2[CH:11]=[C:10]([C:12]3[O:16][N:15]=[C:14]([C:17]4[CH:27]=[C:26]([CH3:28])[C:20]([O:21][CH2:22][CH2:23][CH2:24][NH2:25])=[C:19]([CH2:29][CH3:30])[CH:18]=4)[N:13]=3)[CH:9]=[C:8]([O:31][CH3:32])[N:7]=2)[CH2:5][CH2:4][CH2:3][CH2:2]1.[C:33](O)(=[O:36])[CH2:34][OH:35].CCN(C(C)C)C(C)C.CN(C(ON1N=NC2C=CC=CC1=2)=[N+](C)C)C.[B-](F)(F)(F)F. (3) Given the product [C:38]([C:37]1[CH:40]=[CH:41][C:34]([NH:33][C:19]([N:10]2[CH2:11][CH2:12][C:13]3[C:18](=[CH:17][CH:16]=[CH:15][CH:14]=3)[C@H:9]2[C:6]2[CH:7]=[CH:8][C:3]([C:2]([F:31])([F:1])[F:32])=[CH:4][CH:5]=2)=[O:20])=[C:35]([F:42])[CH:36]=1)#[N:39], predict the reactants needed to synthesize it. The reactants are: [F:1][C:2]([F:32])([F:31])[C:3]1[CH:8]=[CH:7][C:6]([C@@H:9]2[C:18]3[C:13](=[CH:14][CH:15]=[CH:16][CH:17]=3)[CH2:12][CH2:11][N:10]2[C:19](OC2C=CC([N+]([O-])=O)=CC=2)=[O:20])=[CH:5][CH:4]=1.[NH2:33][C:34]1[CH:41]=[CH:40][C:37]([C:38]#[N:39])=[CH:36][C:35]=1[F:42].[H-].[Na+].O. (4) Given the product [Si:1]([O:18][CH2:19][C@H:20]1[CH2:25][C@H:24]2[CH2:26][C@H:22]([C:23]2([CH3:28])[CH3:27])[C@@H:21]1[NH:29][C:42]1[C:43]([F:49])=[CH:44][N:45]=[C:40]([C:39]2[C:33]3[C:34](=[N:35][CH:36]=[C:31]([Cl:30])[CH:32]=3)[N:37]([S:50]([C:53]3[CH:59]=[CH:58][C:56]([CH3:57])=[CH:55][CH:54]=3)(=[O:52])=[O:51])[CH:38]=2)[N:41]=1)([C:14]([CH3:17])([CH3:15])[CH3:16])([C:8]1[CH:13]=[CH:12][CH:11]=[CH:10][CH:9]=1)[C:2]1[CH:7]=[CH:6][CH:5]=[CH:4][CH:3]=1, predict the reactants needed to synthesize it. The reactants are: [Si:1]([O:18][CH2:19][C@H:20]1[CH2:25][C@H:24]2[CH2:26][C@H:22]([C:23]2([CH3:28])[CH3:27])[CH:21]1[NH2:29])([C:14]([CH3:17])([CH3:16])[CH3:15])([C:8]1[CH:13]=[CH:12][CH:11]=[CH:10][CH:9]=1)[C:2]1[CH:7]=[CH:6][CH:5]=[CH:4][CH:3]=1.[Cl:30][C:31]1[CH:32]=[C:33]2[C:39]([C:40]3[N:45]=[C:44](S(C)=O)[C:43]([F:49])=[CH:42][N:41]=3)=[CH:38][N:37]([S:50]([C:53]3[CH:59]=[CH:58][C:56]([CH3:57])=[CH:55][CH:54]=3)(=[O:52])=[O:51])[C:34]2=[N:35][CH:36]=1.C(N(C(C)C)CC)(C)C.[NH4+].[Cl-]. (5) Given the product [C:1]([O:7][CH:8]1[CH2:11][C:10](=[O:12])[CH2:9]1)(=[O:6])[C:2]([CH3:5])([CH3:4])[CH3:3], predict the reactants needed to synthesize it. The reactants are: [C:1]([O:7][CH:8]1[CH2:11][C:10](=[O:12])[C:9]1(Cl)Cl)(=[O:6])[C:2]([CH3:5])([CH3:4])[CH3:3]. (6) Given the product [F:8][C:6]1[CH:5]=[C:4]([CH2:9][C:10]([NH:12][C@H:13]([C:15]([NH:18][CH:19]([C:24]2[C:28]3[CH:29]=[CH:30][CH:31]=[CH:32][C:27]=3[S:26][CH:25]=2)[C:20]([O:22][CH3:23])=[O:21])=[O:17])[CH3:14])=[O:11])[CH:3]=[C:2]([F:1])[CH:7]=1, predict the reactants needed to synthesize it. The reactants are: [F:1][C:2]1[CH:3]=[C:4]([CH2:9][C:10]([NH:12][C@H:13]([C:15]([OH:17])=O)[CH3:14])=[O:11])[CH:5]=[C:6]([F:8])[CH:7]=1.[NH2:18][CH:19]([C:24]1[C:28]2[CH:29]=[CH:30][CH:31]=[CH:32][C:27]=2[S:26][CH:25]=1)[C:20]([O:22][CH3:23])=[O:21].NC(C1C2C=CC=CC=2SC=1)C(O)=O. (7) The reactants are: [NH2:1][C@@H:2]([C:6]([S:9][CH:10]([CH3:12])[CH3:11])([CH3:8])[CH3:7])[C:3]([OH:5])=[O:4].O1CCOCC1.[OH-].[Na+].Cl[C:22]([O:24][CH:25]([CH3:27])[CH3:26])=[O:23]. Given the product [CH:25]([O:24][C:22]([NH:1][C@@H:2]([C:6]([S:9][CH:10]([CH3:12])[CH3:11])([CH3:7])[CH3:8])[C:3]([OH:5])=[O:4])=[O:23])([CH3:27])[CH3:26], predict the reactants needed to synthesize it.